Dataset: Catalyst prediction with 721,799 reactions and 888 catalyst types from USPTO. Task: Predict which catalyst facilitates the given reaction. (1) Reactant: [CH3:1][O:2][C:3]([C:5]1[C:6]2[C:7]([I:14])=[CH:8][NH:9][C:10]=2[CH:11]=[CH:12][CH:13]=1)=[O:4].[H-].[Na+].[C:17]1([CH3:27])[CH:22]=[CH:21][C:20]([S:23](Cl)(=[O:25])=[O:24])=[CH:19][CH:18]=1.C(OCC)(=O)C. Product: [CH3:1][O:2][C:3]([C:5]1[C:6]2[C:7]([I:14])=[CH:8][N:9]([S:23]([C:20]3[CH:21]=[CH:22][C:17]([CH3:27])=[CH:18][CH:19]=3)(=[O:25])=[O:24])[C:10]=2[CH:11]=[CH:12][CH:13]=1)=[O:4]. The catalyst class is: 3. (2) Reactant: [CH:1]1([C:4](=O)[CH2:5][NH:6][C:7](=[O:28])[C:8]2[CH:13]=[C:12]([C:14]3[CH:19]=[CH:18][C:17]([Cl:20])=[C:16]([Cl:21])[CH:15]=3)[C:11]([O:22][CH2:23][C:24]([F:27])([F:26])[F:25])=[N:10][CH:9]=2)[CH2:3][CH2:2]1.[NH2:30][OH:31]. Product: [CH:1]1(/[C:4](=[N:30]\[OH:31])/[CH2:5][NH:6][C:7](=[O:28])[C:8]2[CH:13]=[C:12]([C:14]3[CH:19]=[CH:18][C:17]([Cl:20])=[C:16]([Cl:21])[CH:15]=3)[C:11]([O:22][CH2:23][C:24]([F:26])([F:25])[F:27])=[N:10][CH:9]=2)[CH2:2][CH2:3]1. The catalyst class is: 5. (3) Reactant: [N:1]1[C:10]2[NH:9][CH2:8][CH2:7][CH2:6][C:5]=2[CH:4]=[CH:3][C:2]=1[CH2:11][CH2:12][CH2:13][C:14]1[CH:15]=[CH:16][C:17]([CH2:20][C@@H:21]([C:23]([O:25]C)=[O:24])[NH2:22])=[N:18][CH:19]=1.OP=O.CCN=C=NCCCN(C)C.[Cl:41][C:42]1[CH:50]=[CH:49][CH:48]=[CH:47][C:43]=1[C:44](O)=[O:45].[OH-].[Na+]. Product: [Cl:41][C:42]1[CH:50]=[CH:49][CH:48]=[CH:47][C:43]=1[C:44]([NH:22][C@H:21]([C:23]([OH:25])=[O:24])[CH2:20][C:17]1[CH:16]=[CH:15][C:14]([CH2:13][CH2:12][CH2:11][C:2]2[CH:3]=[CH:4][C:5]3[CH2:6][CH2:7][CH2:8][NH:9][C:10]=3[N:1]=2)=[CH:19][N:18]=1)=[O:45]. The catalyst class is: 606.